From a dataset of Reaction yield outcomes from USPTO patents with 853,638 reactions. Predict the reaction yield, written as a fraction of the theoretical maximum amount of product (1.0 means a 100% yield; for example, 0.34 means a 34% yield). The reactants are [NH2:1][CH2:2][C:3]([CH3:9])([CH3:8])[C:4]([O:6][CH3:7])=[O:5].CCN(CC)CC.[CH3:17][S:18](Cl)(=[O:20])=[O:19]. The catalyst is C(Cl)Cl. The product is [CH3:8][C:3]([CH3:9])([CH2:2][NH:1][S:18]([CH3:17])(=[O:20])=[O:19])[C:4]([O:6][CH3:7])=[O:5]. The yield is 0.310.